From a dataset of Peptide-MHC class II binding affinity with 134,281 pairs from IEDB. Regression. Given a peptide amino acid sequence and an MHC pseudo amino acid sequence, predict their binding affinity value. This is MHC class II binding data. (1) The peptide sequence is KRIVKLVNDVGAVVN. The MHC is DRB1_1302 with pseudo-sequence DRB1_1302. The binding affinity (normalized) is 0.925. (2) The peptide sequence is YPEDPVKLASIVKAS. The MHC is HLA-DQA10501-DQB10402 with pseudo-sequence HLA-DQA10501-DQB10402. The binding affinity (normalized) is 0.402. (3) The peptide sequence is EFVKIVQKRGIVKENI. The MHC is DRB3_0202 with pseudo-sequence DRB3_0202. The binding affinity (normalized) is 0.0700. (4) The peptide sequence is GYVSLQEFVDLNNKG. The MHC is HLA-DPA10301-DPB10402 with pseudo-sequence HLA-DPA10301-DPB10402. The binding affinity (normalized) is 0.342. (5) The peptide sequence is YDKFLANVSWVLTGK. The binding affinity (normalized) is 0.582. The MHC is DRB1_0401 with pseudo-sequence DRB1_0401.